The task is: Predict the reactants needed to synthesize the given product.. This data is from Full USPTO retrosynthesis dataset with 1.9M reactions from patents (1976-2016). Given the product [CH3:3][C:4]1[CH:5]=[C:6]([CH2:11][CH:12]([C:15]2[CH:20]=[CH:19][CH:18]=[C:17]([O:21][CH3:22])[CH:16]=2)[C:13]#[N:14])[CH:7]=[CH:8][C:9]=1[CH3:10], predict the reactants needed to synthesize it. The reactants are: [BH4-].[Na+].[CH3:3][C:4]1[CH:5]=[C:6](/[CH:11]=[C:12](\[C:15]2[CH:20]=[CH:19][CH:18]=[C:17]([O:21][CH3:22])[CH:16]=2)/[C:13]#[N:14])[CH:7]=[CH:8][C:9]=1[CH3:10].